Dataset: Full USPTO retrosynthesis dataset with 1.9M reactions from patents (1976-2016). Task: Predict the reactants needed to synthesize the given product. (1) Given the product [CH3:31][O:30][C:22]1[C:23]2[O:27][C:26]([CH3:29])([CH3:28])[CH2:25][C:24]=2[C:19]([C:13]2[C:14]([CH3:17])([CH3:18])[C:15](=[O:16])[N:11]([CH:8]3[CH2:7][CH2:6][N:5]([C:3](=[O:4])[CH2:2][N:36]4[C:32](=[O:38])[CH2:33][CH2:34][C:35]4=[O:37])[CH2:10][CH2:9]3)[N:12]=2)=[CH:20][CH:21]=1, predict the reactants needed to synthesize it. The reactants are: Cl[CH2:2][C:3]([N:5]1[CH2:10][CH2:9][CH:8]([N:11]2[C:15](=[O:16])[C:14]([CH3:18])([CH3:17])[C:13]([C:19]3[C:24]4[CH2:25][C:26]([CH3:29])([CH3:28])[O:27][C:23]=4[C:22]([O:30][CH3:31])=[CH:21][CH:20]=3)=[N:12]2)[CH2:7][CH2:6]1)=[O:4].[C:32]1(=[O:38])[NH:36][C:35](=[O:37])[CH2:34][CH2:33]1. (2) Given the product [I:11][C:8]1[CH:7]=[C:3]2[C:4]([O:6][C:13](=[O:15])[NH:1][C:2]2=[CH:10][CH:9]=1)=[O:5], predict the reactants needed to synthesize it. The reactants are: [NH2:1][C:2]1[CH:10]=[CH:9][C:8]([I:11])=[CH:7][C:3]=1[C:4]([OH:6])=[O:5].Cl[C:13](Cl)([O:15]C(=O)OC(Cl)(Cl)Cl)Cl. (3) Given the product [Si:45]([O:44][CH2:43][C:40]1[CH:41]=[CH:42][C:37]([S:34]([N:33]([C@H:13]([CH2:14][O:15][Si:16]([C:29]([CH3:30])([CH3:31])[CH3:32])([C:23]2[CH:28]=[CH:27][CH:26]=[CH:25][CH:24]=2)[C:17]2[CH:22]=[CH:21][CH:20]=[CH:19][CH:18]=2)[CH2:12][CH2:11][CH2:10][CH2:9][OH:8])[CH2:62][CH2:63][CH:64]([CH3:66])[CH3:65])(=[O:35])=[O:36])=[CH:38][CH:39]=1)([C:58]([CH3:61])([CH3:60])[CH3:59])([C:46]1[CH:47]=[CH:48][CH:49]=[CH:50][CH:51]=1)[C:52]1[CH:57]=[CH:56][CH:55]=[CH:54][CH:53]=1, predict the reactants needed to synthesize it. The reactants are: C([O:8][CH2:9][CH2:10][CH2:11][CH2:12][C@H:13]([N:33]([CH2:62][CH2:63][CH:64]([CH3:66])[CH3:65])[S:34]([C:37]1[CH:42]=[CH:41][C:40]([CH2:43][O:44][Si:45]([C:58]([CH3:61])([CH3:60])[CH3:59])([C:52]2[CH:57]=[CH:56][CH:55]=[CH:54][CH:53]=2)[C:46]2[CH:51]=[CH:50][CH:49]=[CH:48][CH:47]=2)=[CH:39][CH:38]=1)(=[O:36])=[O:35])[CH2:14][O:15][Si:16]([C:29]([CH3:32])([CH3:31])[CH3:30])([C:23]1[CH:28]=[CH:27][CH:26]=[CH:25][CH:24]=1)[C:17]1[CH:22]=[CH:21][CH:20]=[CH:19][CH:18]=1)C1C=CC=CC=1. (4) Given the product [Br:1][C:2]1[CH:7]=[C:6]2[C:5](=[CH:4][CH:3]=1)[O:11][CH:17]([C:16]1[CH:19]=[CH:20][CH:21]=[C:14]([O:13][CH3:12])[CH:15]=1)[CH2:9][C:8]2=[O:10], predict the reactants needed to synthesize it. The reactants are: [Br:1][C:2]1[CH:3]=[CH:4][C:5]([OH:11])=[C:6]([C:8](=[O:10])[CH3:9])[CH:7]=1.[CH3:12][O:13][C:14]1[CH:15]=[C:16]([CH:19]=[CH:20][CH:21]=1)[CH:17]=O. (5) Given the product [CH2:1]([N:4]1[C:12](=[O:13])[C:11]2[N:10]([CH2:14][O:15][CH2:16][CH2:17][Si:18]([CH3:20])([CH3:21])[CH3:19])[C:9]([C:22]3[CH:23]=[N:24][N:25]([CH2:28][C:29]4[CH:30]=[N:31][CH:32]=[CH:33][CH:34]=4)[CH:26]=3)=[N:8][C:7]=2[N:6]=[CH:5]1)[CH2:2][CH3:3], predict the reactants needed to synthesize it. The reactants are: [CH2:1]([N:4]1[C:12](=[O:13])[C:11]2[N:10]([CH2:14][O:15][CH2:16][CH2:17][Si:18]([CH3:21])([CH3:20])[CH3:19])[C:9]([C:22]3[CH:23]=[N:24][NH:25][CH:26]=3)=[N:8][C:7]=2[N:6]=[CH:5]1)[CH2:2][CH3:3].Br[CH2:28][C:29]1[CH:30]=[N:31][CH:32]=[CH:33][CH:34]=1.C([O-])([O-])=O.[K+].[K+]. (6) Given the product [C:25]12([NH:35][CH2:11][C:9]3[NH:8][C:7]4[CH:13]=[C:3]([O:2][CH3:1])[CH:4]=[CH:5][C:6]=4[N:10]=3)[CH2:32][CH:31]3[CH2:30][CH:29]([CH2:28][CH:27]([CH2:33]3)[CH2:26]1)[CH2:34]2, predict the reactants needed to synthesize it. The reactants are: [CH3:1][O:2][C:3]1[CH:4]=[CH:5][C:6]2[N:10]=[C:9]([CH2:11]O)[NH:8][C:7]=2[CH:13]=1.COC1C=CC2N=CNC=2C=1.[C:25]12([NH2:35])[CH2:34][CH:29]3[CH2:30][CH:31]([CH2:33][CH:27]([CH2:28]3)[CH2:26]1)[CH2:32]2.